Dataset: Forward reaction prediction with 1.9M reactions from USPTO patents (1976-2016). Task: Predict the product of the given reaction. (1) Given the reactants [F:1][C:2]1[CH:7]=[CH:6][CH:5]=[CH:4][C:3]=1[CH:8](O)[CH:9]([CH2:13][C:14]1[CH:19]=[CH:18][C:17]([C:20]([F:23])([F:22])[F:21])=[CH:16][CH:15]=1)C(O)=O.C1(P(N=[N+]=[N-])(C2C=CC=CC=2)=[O:32])C=CC=CC=1.C([N:44]([CH2:47]C)CC)C.[OH2:49], predict the reaction product. The product is: [F:1][C:2]1[CH:7]=[CH:6][CH:5]=[CH:4][C:3]=1[CH:8]1[O:49][C:47](=[O:32])[NH:44][CH:9]1[CH2:13][C:14]1[CH:15]=[CH:16][C:17]([C:20]([F:21])([F:22])[F:23])=[CH:18][CH:19]=1. (2) The product is: [Cl:3][C:4]1[CH:5]=[CH:6][C:7]([CH2:8][O:9][CH2:10][C:11]2([NH2:17])[CH2:16][CH2:15][N:14]([C:21]3[C:22]4[CH:29]=[CH:28][NH:27][C:23]=4[N:24]=[CH:25][N:26]=3)[CH2:13][CH2:12]2)=[CH:18][CH:19]=1. Given the reactants Cl.Cl.[Cl:3][C:4]1[CH:19]=[CH:18][C:7]([CH2:8][O:9][CH2:10][C:11]2([NH2:17])[CH2:16][CH2:15][NH:14][CH2:13][CH2:12]2)=[CH:6][CH:5]=1.Cl[C:21]1[C:22]2[CH:29]=[CH:28][NH:27][C:23]=2[N:24]=[CH:25][N:26]=1.C(N(CC)CC)C, predict the reaction product. (3) The product is: [Cl:1][C:2]([Cl:36])([Cl:37])[CH2:3][O:4][C:5](=[O:35])[O:6][CH:7]([CH:24]([CH3:34])[CH2:25][O:26][CH2:27][C:28]1[CH:29]=[CH:30][CH:31]=[CH:32][CH:33]=1)[CH:8]([CH3:23])[C:9](=[O:22])[C:10]([CH3:21])([CH3:20])[CH:11]=[O:12]. Given the reactants [Cl:1][C:2]([Cl:37])([Cl:36])[CH2:3][O:4][C:5](=[O:35])[O:6][CH:7]([CH:24]([CH3:34])[CH2:25][O:26][CH2:27][C:28]1[CH:33]=[CH:32][CH:31]=[CH:30][CH:29]=1)[CH:8]([CH3:23])[C:9](=[O:22])[C:10]([CH3:21])([CH3:20])[CH:11](OC(C)C)[O:12]C(C)C.CC1C=CC(S(O)(=O)=O)=CC=1.C([O-])(O)=O.[Na+], predict the reaction product. (4) Given the reactants Cl[CH:2]1[C:8]2[CH:9]=[CH:10][CH:11]=[CH:12][C:7]=2[CH2:6][O:5][C:4]2[CH:13]=[CH:14][CH:15]=[CH:16][C:3]1=2.Cl.Cl.[NH:19]1[CH2:24][CH2:23][CH:22]([CH2:25][CH2:26][CH2:27][CH2:28][NH:29][C:30](=[O:39])[CH2:31][CH2:32][C:33]2[CH:34]=[N:35][CH:36]=[CH:37][CH:38]=2)[CH2:21][CH2:20]1, predict the reaction product. The product is: [CH:16]1[C:3]2[CH:2]([N:19]3[CH2:24][CH2:23][CH:22]([CH2:25][CH2:26][CH2:27][CH2:28][NH:29][C:30](=[O:39])[CH2:31][CH2:32][C:33]4[CH:34]=[N:35][CH:36]=[CH:37][CH:38]=4)[CH2:21][CH2:20]3)[C:8]3[CH:9]=[CH:10][CH:11]=[CH:12][C:7]=3[CH2:6][O:5][C:4]=2[CH:13]=[CH:14][CH:15]=1. (5) Given the reactants Br[C:2]1[CH:3]=[C:4]2[C:8](=[CH:9][CH:10]=1)[N:7]([CH2:11][C:12]1[CH:17]=[CH:16][C:15]([CH3:18])=[CH:14][CH:13]=1)[C:6]([C:19]([O:21][CH2:22][CH3:23])=[O:20])=[CH:5]2.[CH3:24][C:25]1[CH:26]=[C:27](B(O)O)[CH:28]=[CH:29][CH:30]=1, predict the reaction product. The product is: [CH3:18][C:15]1[CH:16]=[CH:17][C:12]([CH2:11][N:7]2[C:8]3[C:4](=[CH:3][C:2]([C:29]4[CH:28]=[CH:27][CH:26]=[C:25]([CH3:24])[CH:30]=4)=[CH:10][CH:9]=3)[CH:5]=[C:6]2[C:19]([O:21][CH2:22][CH3:23])=[O:20])=[CH:13][CH:14]=1. (6) Given the reactants [N+:1]([C:4]1[CH:25]=[CH:24][C:7]([O:8][CH2:9][CH2:10][C:11]2[N:12]=[C:13]([NH:16][C:17](=[O:23])[O:18][C:19]([CH3:22])([CH3:21])[CH3:20])[S:14][CH:15]=2)=[CH:6][CH:5]=1)([O-])=O.[H][H], predict the reaction product. The product is: [NH2:1][C:4]1[CH:25]=[CH:24][C:7]([O:8][CH2:9][CH2:10][C:11]2[N:12]=[C:13]([NH:16][C:17](=[O:23])[O:18][C:19]([CH3:22])([CH3:20])[CH3:21])[S:14][CH:15]=2)=[CH:6][CH:5]=1.